This data is from Full USPTO retrosynthesis dataset with 1.9M reactions from patents (1976-2016). The task is: Predict the reactants needed to synthesize the given product. (1) Given the product [BrH:10].[Br:10][C:5]1[CH:6]=[C:7]([CH2:8][Br:11])[C:2]([NH2:1])=[N:3][CH:4]=1, predict the reactants needed to synthesize it. The reactants are: [NH2:1][C:2]1[C:7]([CH2:8]O)=[CH:6][C:5]([Br:10])=[CH:4][N:3]=1.[BrH:11]. (2) Given the product [C:23]([SiH2:27][O:28][C:29]([CH3:41])([CH3:40])[C:30]1[CH:31]=[C:32]([CH2:37][CH2:38][NH:39][C:45](=[O:46])[CH2:44][C:43]([F:49])([F:48])[F:42])[CH:33]=[CH:34][C:35]=1[Cl:36])([CH3:26])([CH3:25])[CH3:24], predict the reactants needed to synthesize it. The reactants are: CN(C(ON1N=NC2C=CC=CC1=2)=[N+](C)C)C.[B-](F)(F)(F)F.[C:23]([SiH2:27][O:28][C:29]([CH3:41])([CH3:40])[C:30]1[CH:31]=[C:32]([CH2:37][CH2:38][NH2:39])[CH:33]=[CH:34][C:35]=1[Cl:36])([CH3:26])([CH3:25])[CH3:24].[F:42][C:43]([F:49])([F:48])[CH2:44][C:45](O)=[O:46].CCN(C(C)C)C(C)C.